Dataset: Cav3 T-type calcium channel HTS with 100,875 compounds. Task: Binary Classification. Given a drug SMILES string, predict its activity (active/inactive) in a high-throughput screening assay against a specified biological target. (1) The molecule is Clc1c(C2CC(=O)NC(SCC=C)=C2C#N)cccc1. The result is 0 (inactive). (2) The drug is Clc1c(c(NC(=O)CN(CC(=O)Nc2cc(OCC)c(OCC)cc2)C)ccc1)C. The result is 0 (inactive). (3) The molecule is S(=O)(=O)(NC(C)(C)C)c1ccc(OCC(=O)N2CCC(CC2)C(OCC)=O)cc1. The result is 0 (inactive). (4) The drug is s1c(CN(CCc2c3c([nH]c2C)ccc(OC)c3)C(=S)Nc2c(OC)cccc2)ccc1. The result is 0 (inactive). (5) The compound is Fc1cc(C(=O)N2CCN(C3CCCCC3)CC2)ccc1. The result is 0 (inactive).